From a dataset of Reaction yield outcomes from USPTO patents with 853,638 reactions. Predict the reaction yield, written as a fraction of the theoretical maximum amount of product (1.0 means a 100% yield; for example, 0.34 means a 34% yield). (1) The catalyst is CN(C=O)C.Cl.CCOCC. The reactants are [CH3:1][C:2]1[C:10]2[C:5](=[CH:6][CH:7]=[CH:8][CH:9]=2)[NH:4][CH:3]=1.[H-].[Na+].[H][H].[CH:15]([CH:18]1[CH2:20][N@@:19]1S(C1C=CC=CC=1[N+]([O-])=O)(=O)=O)([CH3:17])[CH3:16].N1CC1.C1(S)C=CC=CC=1.C(=O)([O-])[O-].[K+].[K+]. The product is [CH3:16][CH:15]([CH3:17])[C@H:18]([NH2:19])[CH2:20][N:4]1[C:5]2[C:10](=[CH:9][CH:8]=[CH:7][CH:6]=2)[C:2]([CH3:1])=[CH:3]1. The yield is 0.960. (2) The reactants are [NH:1]1[C:5]([NH2:6])=[CH:4][CH:3]=[N:2]1.[CH:7]1([CH:10]([C:21](=O)[CH3:22])[C:11](OCC2C=CC=CC=2)=[O:12])[CH2:9][CH2:8]1. The catalyst is CC(O)=O. The product is [CH:7]1([C:10]2[C:11](=[O:12])[N:1]3[N:2]=[CH:3][CH:4]=[C:5]3[NH:6][C:21]=2[CH3:22])[CH2:9][CH2:8]1. The yield is 0.980. (3) The reactants are Cl[C:2]1[CH:7]=[CH:6][N:5]=[C:4]([NH2:8])[C:3]=1[N+:9]([O-:11])=[O:10].[CH3:12][O-:13].[Na+]. The catalyst is CO. The product is [CH3:12][O:13][C:2]1[CH:7]=[CH:6][N:5]=[C:4]([NH2:8])[C:3]=1[N+:9]([O-:11])=[O:10]. The yield is 0.780. (4) The reactants are [C:1](O)(=O)C(O)=O.[NH2:7][C:8]1[CH:12]=[CH:11][S:10][CH:9]=1.C(OC(OCC)OCC)C.[CH3:23][C:24]1([CH3:32])[O:29][C:28](=[O:30])[CH2:27][C:26](=[O:31])[O:25]1. No catalyst specified. The product is [CH3:23][C:24]1([CH3:32])[O:29][C:28](=[O:30])[C:27](=[CH:1][NH:7][C:8]2[CH:12]=[CH:11][S:10][CH:9]=2)[C:26](=[O:31])[O:25]1. The yield is 0.730. (5) The reactants are [Cl:1][C:2]1[CH:7]=[CH:6][C:5]([C:8]2[C:12]([CH2:13][O:14][C:15]3[CH:23]=[CH:22][C:18]([C:19]([OH:21])=O)=[CH:17][N:16]=3)=[C:11]([CH3:24])[O:10][N:9]=2)=[CH:4][CH:3]=1.[NH2:25][C@@H:26]([CH2:28][OH:29])[CH3:27]. No catalyst specified. The product is [Cl:1][C:2]1[CH:3]=[CH:4][C:5]([C:8]2[C:12]([CH2:13][O:14][C:15]3[CH:23]=[CH:22][C:18]([C:19]([NH:25][C@H:26]([CH3:27])[CH2:28][OH:29])=[O:21])=[CH:17][N:16]=3)=[C:11]([CH3:24])[O:10][N:9]=2)=[CH:6][CH:7]=1. The yield is 0.940. (6) The reactants are [CH3:1][C:2]1[CH:15]=[C:5]2[C:6]([C@@H:10]3[CH2:12][C@H:11]3[CH2:13][NH2:14])=[CH:7][CH:8]=[CH:9][N:4]2[N:3]=1.C(N(CC)CC)C.[F:23][C:24]([F:35])([F:34])[C:25](O[C:25](=[O:26])[C:24]([F:35])([F:34])[F:23])=[O:26]. The catalyst is O1CCCC1.C(=O)([O-])O.[Na+]. The product is [F:23][C:24]([F:35])([F:34])[C:25]([NH:14][CH2:13][C@@H:11]1[CH2:12][C@H:10]1[C:6]1[C:5]2[N:4]([N:3]=[C:2]([CH3:1])[CH:15]=2)[CH:9]=[CH:8][CH:7]=1)=[O:26]. The yield is 0.610. (7) The reactants are COP([CH2:7][C:8](=[O:16])[C:9]([F:15])([F:14])[CH2:10][CH2:11][CH2:12][CH3:13])(=O)OC.O.[OH-].[Li+].[C:20]([O:23][C@@H:24]1[C@H:28]([CH2:29][CH2:30][CH2:31][CH2:32][CH2:33][CH2:34][C:35]([O:37][CH3:38])=[O:36])[C@@H:27]([CH:39]=O)[C@H:26]([O:41][CH:42]2[CH2:47][CH2:46][CH2:45][CH2:44][O:43]2)[CH2:25]1)(=[O:22])[CH3:21]. The yield is 0.893. The catalyst is COC(C)(C)C.O. The product is [C:20]([O:23][C@@H:24]1[C@H:28]([CH2:29][CH2:30][CH2:31][CH2:32][CH2:33][CH2:34][C:35]([O:37][CH3:38])=[O:36])[C@@H:27](/[CH:39]=[CH:7]/[C:8](=[O:16])[C:9]([F:14])([F:15])[CH2:10][CH2:11][CH2:12][CH3:13])[C@H:26]([O:41][CH:42]2[CH2:47][CH2:46][CH2:45][CH2:44][O:43]2)[CH2:25]1)(=[O:22])[CH3:21].